This data is from Peptide-MHC class II binding affinity with 134,281 pairs from IEDB. The task is: Regression. Given a peptide amino acid sequence and an MHC pseudo amino acid sequence, predict their binding affinity value. This is MHC class II binding data. The peptide sequence is EEFCTLASRFLVEED. The MHC is HLA-DQA10401-DQB10402 with pseudo-sequence HLA-DQA10401-DQB10402. The binding affinity (normalized) is 0.629.